This data is from Retrosynthesis with 50K atom-mapped reactions and 10 reaction types from USPTO. The task is: Predict the reactants needed to synthesize the given product. (1) The reactants are: COc1cc2c(c3c1OC(C)(C)C3)C(c1ccc(C(=O)Cl)cc1)=NC(C)(C)C2.Nc1ccncc1. Given the product COc1cc2c(c3c1OC(C)(C)C3)C(c1ccc(C(=O)Nc3ccncc3)cc1)=NC(C)(C)C2, predict the reactants needed to synthesize it. (2) Given the product COC(=O)C(=Cc1ccc(OCCOc2ccc3ncccc3c2)cc1)C(=O)OC, predict the reactants needed to synthesize it. The reactants are: COC(=O)CC(=O)OC.O=Cc1ccc(OCCOc2ccc3ncccc3c2)cc1. (3) Given the product CN1CC(CCCCN2CCN(c3ccccc3)CC2)OC1=O, predict the reactants needed to synthesize it. The reactants are: CN1CC(CCCCCl)OC1=O.c1ccc(N2CCNCC2)cc1. (4) Given the product C[C@@H](NC(=O)c1cc2ccccc2o1)c1cc(C(=O)O)on1, predict the reactants needed to synthesize it. The reactants are: CCOC(=O)c1cc([C@@H](C)NC(=O)c2cc3ccccc3o2)no1. (5) The reactants are: COC(=O)c1ccc(NC(=O)Nc2cnc(C)cn2)c(OCc2cccnc2)c1. Given the product Cc1cnc(NC(=O)Nc2ccc(C(=O)O)cc2OCc2cccnc2)cn1, predict the reactants needed to synthesize it. (6) Given the product COc1cc(N2CCCN(S(C)(=O)=O)CC2)ccc1[N+](=O)[O-], predict the reactants needed to synthesize it. The reactants are: COc1cc(N2CCCNCC2)ccc1[N+](=O)[O-].CS(=O)(=O)Cl.